Dataset: NCI-60 drug combinations with 297,098 pairs across 59 cell lines. Task: Regression. Given two drug SMILES strings and cell line genomic features, predict the synergy score measuring deviation from expected non-interaction effect. Drug 1: CS(=O)(=O)C1=CC(=C(C=C1)C(=O)NC2=CC(=C(C=C2)Cl)C3=CC=CC=N3)Cl. Drug 2: B(C(CC(C)C)NC(=O)C(CC1=CC=CC=C1)NC(=O)C2=NC=CN=C2)(O)O. Cell line: A498. Synergy scores: CSS=28.9, Synergy_ZIP=6.84, Synergy_Bliss=13.3, Synergy_Loewe=4.39, Synergy_HSA=13.6.